This data is from Full USPTO retrosynthesis dataset with 1.9M reactions from patents (1976-2016). The task is: Predict the reactants needed to synthesize the given product. (1) Given the product [CH3:11][C:5]1[CH:4]=[C:3]([O:12][CH2:13][CH:14]2[C:15]([CH3:19])([CH3:20])[C:16]2([CH3:18])[CH3:17])[C:2]([CH3:1])=[CH:7][C:6]=1[NH2:8], predict the reactants needed to synthesize it. The reactants are: [CH3:1][C:2]1[CH:7]=[C:6]([N+:8]([O-])=O)[C:5]([CH3:11])=[CH:4][C:3]=1[O:12][CH2:13][CH:14]1[C:16]([CH3:18])([CH3:17])[C:15]1([CH3:20])[CH3:19].C(O)(=O)C. (2) Given the product [N:1]1[C:11]2[N:10]([C:12](=[O:15])[CH2:13][C:20]#[N:21])[C:9]3[CH:16]=[CH:17][CH:18]=[CH:19][C:8]=3[CH2:7][CH2:6][C:5]=2[CH:4]=[CH:3][CH:2]=1, predict the reactants needed to synthesize it. The reactants are: [N:1]1[C:11]2[N:10]([C:12](=[O:15])[CH2:13]Cl)[C:9]3[CH:16]=[CH:17][CH:18]=[CH:19][C:8]=3[CH2:7][CH2:6][C:5]=2[CH:4]=[CH:3][CH:2]=1.[C-:20]#[N:21].[Na+]. (3) Given the product [O:7]=[C:8]1[CH:9]2[CH2:10][C:11]3([C:18]([NH:22][C@H:23]4[CH2:28][CH2:27][CH2:26][N:25]([C:29]([O:31][CH2:32][C:33]5[CH:38]=[CH:37][CH:36]=[CH:35][CH:34]=5)=[O:30])[CH2:24]4)=[O:19])[CH2:12][CH:13]([CH2:14][CH:15]1[CH2:16]3)[CH2:17]2, predict the reactants needed to synthesize it. The reactants are: C(Cl)(=O)C(Cl)=O.[O:7]=[C:8]1[CH:15]2[CH2:16][C:11]3([C:18](O)=[O:19])[CH2:12][CH:13]([CH2:17][CH:9]1[CH2:10]3)[CH2:14]2.Cl.[NH2:22][C@H:23]1[CH2:28][CH2:27][CH2:26][N:25]([C:29]([O:31][CH2:32][C:33]2[CH:38]=[CH:37][CH:36]=[CH:35][CH:34]=2)=[O:30])[CH2:24]1.C(N(CC)C(C)C)(C)C. (4) Given the product [Cl:1][C:2]1[CH:9]=[CH:8][C:5]([CH:6]2[CH2:10][CH:17]([OH:21])[CH2:18][CH2:19][O:7]2)=[CH:4][CH:3]=1, predict the reactants needed to synthesize it. The reactants are: [Cl:1][C:2]1[CH:9]=[CH:8][C:5]([CH:6]=[O:7])=[CH:4][CH:3]=1.[C:10](O)(C(F)(F)F)=O.[CH2:17]([OH:21])[CH2:18][CH:19]=C.